Dataset: Reaction yield outcomes from USPTO patents with 853,638 reactions. Task: Predict the reaction yield, written as a fraction of the theoretical maximum amount of product (1.0 means a 100% yield; for example, 0.34 means a 34% yield). The reactants are [CH3:1][O:2][C:3]1[CH:4]=[C:5]([CH:11]=[CH:12][C:13]([C:15]2[CH:20]=[CH:19][CH:18]=[C:17]([OH:21])[CH:16]=2)=[O:14])[CH:6]=[CH:7][C:8]=1[O:9][CH3:10].CCOC(C)=O. The catalyst is [Pd].CC(C)=O. The product is [CH3:1][O:2][C:3]1[CH:4]=[C:5]([CH2:11][CH2:12][C:13]([C:15]2[CH:20]=[CH:19][CH:18]=[C:17]([OH:21])[CH:16]=2)=[O:14])[CH:6]=[CH:7][C:8]=1[O:9][CH3:10]. The yield is 0.780.